Dataset: Forward reaction prediction with 1.9M reactions from USPTO patents (1976-2016). Task: Predict the product of the given reaction. (1) Given the reactants [O:1]1[CH2:6][CH2:5][CH:4]([CH:7]2[O:20][CH2:19][C:18]3[C:17]4[CH:16]=[CH:15][CH:14]=[CH:13][C:12]=4[C:11](=O)[O:10][C:9]=3[CH2:8]2)[CH2:3][CH2:2]1.CO.[NH3:24], predict the reaction product. The product is: [O:1]1[CH2:6][CH2:5][CH:4]([CH:7]2[O:20][CH2:19][C:18]3[C:17]4[C:12](=[CH:13][CH:14]=[CH:15][CH:16]=4)[C:11](=[O:10])[NH:24][C:9]=3[CH2:8]2)[CH2:3][CH2:2]1. (2) Given the reactants [F:1][C:2]1[C:3]([CH2:8][O:9][C:10]2[CH:18]=[CH:17][C:13]([C:14](O)=O)=[C:12]([N:19]3[CH2:28][C:27]4[C:22](=[CH:23][CH:24]=[CH:25][CH:26]=4)[NH:21][C:20]3=[O:29])[CH:11]=2)=[N:4][CH:5]=[CH:6][CH:7]=1.CC[N:32]=C=NCCCN(C)C.C(N(CC)CC)C.CN(C=O)C, predict the reaction product. The product is: [F:1][C:2]1[C:3]([CH2:8][O:9][C:10]2[CH:18]=[CH:17][C:13]([C:14]#[N:32])=[C:12]([N:19]3[CH2:28][C:27]4[C:22](=[CH:23][CH:24]=[CH:25][CH:26]=4)[NH:21][C:20]3=[O:29])[CH:11]=2)=[N:4][CH:5]=[CH:6][CH:7]=1. (3) Given the reactants [Cl:1][C:2]1[CH:7]=[CH:6][CH:5]=[CH:4][C:3]=1[N:8]([CH3:29])[C:9]([C:11]1[S:28][C:14]2[C:15]3[CH:23]=[CH:22][C:21]([C:24](OC)=[O:25])=[CH:20][C:16]=3[O:17][CH2:18][CH2:19][C:13]=2[CH:12]=1)=[O:10].[CH3:30][O:31][NH2:32], predict the reaction product. The product is: [Cl:1][C:2]1[CH:7]=[CH:6][CH:5]=[CH:4][C:3]=1[N:8]([CH3:29])[C:9]([C:11]1[S:28][C:14]2[C:15]3[CH:23]=[CH:22][C:21]([C:24]([NH:32][O:31][CH3:30])=[O:25])=[CH:20][C:16]=3[O:17][CH2:18][CH2:19][C:13]=2[CH:12]=1)=[O:10]. (4) Given the reactants C([NH:14][P:15]([CH2:18][C:19]1[CH:23]=[CH:22][S:21][CH:20]=1)(=[O:17])[OH:16])(C1C=CC=CC=1)C1C=CC=CC=1.Cl, predict the reaction product. The product is: [NH2:14][P:15]([CH2:18][C:19]1[CH:23]=[CH:22][S:21][CH:20]=1)(=[O:16])[OH:17].